From a dataset of Forward reaction prediction with 1.9M reactions from USPTO patents (1976-2016). Predict the product of the given reaction. (1) Given the reactants [CH3:1][C:2]1[CH:7]=[CH:6][C:5]([C:8]2[O:9][C:10]([CH3:13])=[N:11][N:12]=2)=[CH:4][C:3]=1[C:14]1[CH:19]=[CH:18][C:17]([C:20](O)=[O:21])=[CH:16][CH:15]=1.[CH3:23][NH:24][CH2:25][CH2:26][CH2:27][CH2:28][CH3:29], predict the reaction product. The product is: [CH3:1][C:2]1[CH:7]=[CH:6][C:5]([C:8]2[O:9][C:10]([CH3:13])=[N:11][N:12]=2)=[CH:4][C:3]=1[C:14]1[CH:15]=[CH:16][C:17]([C:20]([N:24]([CH3:23])[CH2:25][CH2:26][CH2:27][CH2:28][CH3:29])=[O:21])=[CH:18][CH:19]=1. (2) Given the reactants N.[Sn:2](Cl)(Cl)(Cl)Cl.[CH:7]([OH:10])([CH3:9])[CH3:8], predict the reaction product. The product is: [CH3:8][CH:7]([CH3:9])[O-:10].[CH3:8][CH:7]([CH3:9])[O-:10].[CH3:8][CH:7]([CH3:9])[O-:10].[CH3:8][CH:7]([CH3:9])[O-:10].[Sn+4:2]. (3) The product is: [Cl:1][C:2]1[CH:3]=[CH:4][C:5]([N:8]2[CH2:14][CH2:13][C:12]3=[N:16][N:17]=[C:18]([CH3:19])[N:11]3[C:10]3[CH:20]=[CH:21][CH:22]=[CH:23][C:9]2=3)=[CH:6][CH:7]=1. Given the reactants [Cl:1][C:2]1[CH:7]=[CH:6][C:5]([N:8]2[C:14](=O)[CH2:13][C:12]3=[N:16][N:17]=[C:18]([CH3:19])[N:11]3[C:10]3[CH:20]=[CH:21][CH:22]=[CH:23][C:9]2=3)=[CH:4][CH:3]=1, predict the reaction product. (4) Given the reactants [Br:1][C:2]1[N:7]=[C:6]([Cl:8])[C:5]([NH:9][CH3:10])=[C:4]([NH2:11])[CH:3]=1.[C:12](Cl)(=[O:15])[CH2:13][CH3:14].O, predict the reaction product. The product is: [Br:1][C:2]1[N:7]=[C:6]([Cl:8])[C:5]([NH:9][CH3:10])=[C:4]([NH:11][C:12](=[O:15])[CH2:13][CH3:14])[CH:3]=1. (5) Given the reactants [C:1]([C:3]1[CH:30]=[CH:29][C:6]([CH2:7][N:8]2[C:12]([CH2:13][NH:14][C:15]3[CH:28]=[CH:27][C:18]4[S:19][C:20]([C:22]([O:24][CH2:25][CH3:26])=[O:23])=[CH:21][C:17]=4[CH:16]=3)=[CH:11][N:10]=[CH:9]2)=[CH:5][CH:4]=1)#[N:2].CCN(C(C)C)C(C)C.[C:40](Cl)(=[O:45])[CH2:41][CH:42]([CH3:44])[CH3:43].O, predict the reaction product. The product is: [C:1]([C:3]1[CH:4]=[CH:5][C:6]([CH2:7][N:8]2[C:12]([CH2:13][N:14]([C:40](=[O:45])[CH2:41][CH:42]([CH3:44])[CH3:43])[C:15]3[CH:28]=[CH:27][C:18]4[S:19][C:20]([C:22]([O:24][CH2:25][CH3:26])=[O:23])=[CH:21][C:17]=4[CH:16]=3)=[CH:11][N:10]=[CH:9]2)=[CH:29][CH:30]=1)#[N:2]. (6) The product is: [F:35][C:36]([F:55])([F:54])[S:37]([O:19][C:16]1[CH:17]=[C:18]2[C:13]([O:12][C:11]3[CH:10]=[CH:9][C:8]([C:21]4[CH:22]=[N:23][CH:24]=[N:25][CH:26]=4)=[CH:7][C:6]=3[C@:5]32[CH2:4][O:3][C:2]([NH2:1])=[N:27]3)=[C:14]([F:20])[CH:15]=1)(=[O:39])=[O:38]. Given the reactants [NH2:1][C:2]1[O:3][CH2:4][C@@:5]2([N:27]=1)[C:18]1[CH:17]=[C:16]([OH:19])[CH:15]=[C:14]([F:20])[C:13]=1[O:12][C:11]1[C:6]2=[CH:7][C:8]([C:21]2[CH:22]=[N:23][CH:24]=[N:25][CH:26]=2)=[CH:9][CH:10]=1.C(N(CC)CC)C.[F:35][C:36]([F:55])([F:54])[S:37](N(C1C=CC=CC=1)[S:37]([C:36]([F:55])([F:54])[F:35])(=[O:39])=[O:38])(=[O:39])=[O:38], predict the reaction product. (7) Given the reactants [CH2:1](Br)[C:2]1[CH:7]=[CH:6][CH:5]=[CH:4][CH:3]=1.C(=O)([O-])[O-].[K+].[K+].[NH:15]1[C:23]2[C:18](=[CH:19][C:20]([OH:24])=[CH:21][CH:22]=2)[CH:17]=[N:16]1.O, predict the reaction product. The product is: [CH2:1]([O:24][C:20]1[CH:19]=[C:18]2[C:23](=[CH:22][CH:21]=1)[NH:15][N:16]=[CH:17]2)[C:2]1[CH:7]=[CH:6][CH:5]=[CH:4][CH:3]=1. (8) Given the reactants [NH2:1][C:2]1[N:7]=[CH:6][C:5]([C:8]([O:10][CH3:11])=[O:9])=[CH:4][N:3]=1.Br[C:13]1[CH:14]=[N:15][CH:16]=[CH:17][CH:18]=1.C([O-])([O-])=O.[Cs+].[Cs+].O1CCOCC1, predict the reaction product. The product is: [N:15]1[CH:16]=[CH:17][CH:18]=[C:13]([NH:1][C:2]2[N:3]=[CH:4][C:5]([C:8]([O:10][CH3:11])=[O:9])=[CH:6][N:7]=2)[CH:14]=1.